Dataset: Full USPTO retrosynthesis dataset with 1.9M reactions from patents (1976-2016). Task: Predict the reactants needed to synthesize the given product. (1) The reactants are: [C:1]([N:4]1[C:12]2[C:7](=[CH:8][CH:9]=[C:10]([F:13])[CH:11]=2)[CH2:6][C:5]1=[O:14])(=[O:3])[CH3:2].[C:15]([O:19][C:20]([NH:22][CH2:23][CH2:24][C:25]1[CH:33]=[CH:32][C:28]([C:29](O)=[O:30])=[CH:27][CH:26]=1)=[O:21])([CH3:18])([CH3:17])[CH3:16]. Given the product [C:1]([N:4]1[C:12]2[C:7](=[CH:8][CH:9]=[C:10]([F:13])[CH:11]=2)[C:6](=[C:29]([OH:30])[C:28]2[CH:27]=[CH:26][C:25]([CH2:24][CH2:23][NH:22][C:20]([O:19][C:15]([CH3:17])([CH3:16])[CH3:18])=[O:21])=[CH:33][CH:32]=2)[C:5]1=[O:14])(=[O:3])[CH3:2], predict the reactants needed to synthesize it. (2) Given the product [F:28][C:22]1[CH:23]=[CH:24][C:25]([F:27])=[CH:26][C:21]=1[C@H:17]1[CH2:18][CH2:19][CH2:20][N:16]1[C:13]1[CH:14]=[CH:15][N:10]2[N:9]=[CH:8][C:7]([C:4]3[S:3][C:2]([C:33]4[CH:32]=[CH:31][NH:30][N:29]=4)=[N:6][N:5]=3)=[C:11]2[N:12]=1, predict the reactants needed to synthesize it. The reactants are: Br[C:2]1[S:3][C:4]([C:7]2[CH:8]=[N:9][N:10]3[CH:15]=[CH:14][C:13]([N:16]4[CH2:20][CH2:19][CH2:18][C@@H:17]4[C:21]4[CH:26]=[C:25]([F:27])[CH:24]=[CH:23][C:22]=4[F:28])=[N:12][C:11]=23)=[N:5][N:6]=1.[NH:29]1[CH:33]=[CH:32][C:31](B(O)O)=[N:30]1.[O-]P([O-])([O-])=O.[K+].[K+].[K+]. (3) Given the product [CH:64]1([C@@H:45]([C:42]2[CH:43]=[CH:44][C:39]([C:68]3[CH:69]=[N:70][C:71]([CH3:74])=[N:72][CH:73]=3)=[CH:40][CH:41]=2)[N:46]2[CH2:51][CH2:50][C@:49]([CH2:58][C:59]([OH:62])([CH3:61])[CH3:60])([C:52]3[CH:57]=[CH:56][CH:55]=[CH:54][CH:53]=3)[O:48][C:47]2=[O:63])[CH2:66][CH2:65]1, predict the reactants needed to synthesize it. The reactants are: C1([C@@H](C2C=CC(B3OC(C)(C)C(C)(C)O3)=CC=2)N2CC[C@](CC(O)(C)C)(C3C=CC=CC=3)OC2=O)CC1.Br[C:39]1[CH:44]=[CH:43][C:42]([C@H:45]([CH:64]2[CH2:66][CH2:65]2)[N:46]2[CH2:51][CH2:50][C@:49]([CH2:58][C:59]([OH:62])([CH3:61])[CH3:60])([C:52]3[CH:57]=[CH:56][CH:55]=[CH:54][CH:53]=3)[O:48][C:47]2=[O:63])=[CH:41][CH:40]=1.Br[C:68]1[CH:69]=[N:70][C:71]([CH3:74])=[N:72][CH:73]=1. (4) Given the product [Cl:28][C:25]1[S:24][C:23]([C:16]2[C:15]([C:13]3[CH:12]=[CH:11][N:10]=[C:9]([NH2:8])[N:14]=3)=[CH:19][N:18]([CH:20]([CH3:22])[CH3:21])[N:17]=2)=[CH:27][CH:26]=1, predict the reactants needed to synthesize it. The reactants are: C([NH:8][C:9]1[N:14]=[C:13]([C:15]2[C:16]([C:23]3[S:24][C:25]([Cl:28])=[CH:26][CH:27]=3)=[N:17][N:18]([CH:20]([CH3:22])[CH3:21])[CH:19]=2)[CH:12]=[CH:11][N:10]=1)C1C=CC=CC=1.O.[OH-].[Na+]. (5) Given the product [C:36]([O:35][CH:2]([O:4][C:5]([N:7]1[CH2:8][CH2:9][CH:10]([NH:13][C:14]([C:16]2[C:20]([NH:21][C:22](=[O:31])[C:23]3[C:28]([Cl:29])=[CH:27][CH:26]=[CH:25][C:24]=3[Cl:30])=[CH:19][NH:18][N:17]=2)=[O:15])[CH2:11][CH2:12]1)=[O:6])[CH3:3])(=[O:37])[CH3:38], predict the reactants needed to synthesize it. The reactants are: Cl[CH:2]([O:4][C:5]([N:7]1[CH2:12][CH2:11][CH:10]([NH:13][C:14]([C:16]2[C:20]([NH:21][C:22](=[O:31])[C:23]3[C:28]([Cl:29])=[CH:27][CH:26]=[CH:25][C:24]=3[Cl:30])=[CH:19][NH:18][N:17]=2)=[O:15])[CH2:9][CH2:8]1)=[O:6])[CH3:3].ClC([O:35][CH:36]=[O:37])C.[CH:38](N(CC)C(C)C)(C)C.ClC(OCCl)=O. (6) Given the product [Cl:11][C:5]1[N:4]=[CH:3][C:2]2[N:1]=[CH:12][NH:13][C:8](=[O:10])[C:7]=2[CH:6]=1, predict the reactants needed to synthesize it. The reactants are: [NH2:1][C:2]1[C:7]([C:8]([OH:10])=O)=[CH:6][C:5]([Cl:11])=[N:4][CH:3]=1.[CH:12](=N)[NH2:13].